This data is from KCNQ2 potassium channel screen with 302,405 compounds. The task is: Binary Classification. Given a drug SMILES string, predict its activity (active/inactive) in a high-throughput screening assay against a specified biological target. (1) The molecule is s1c(c2oc(nn2)/C=C\c2ccc(F)cc2)ccc1. The result is 0 (inactive). (2) The drug is O(NC(=O)c1ccccc1)Cc1ccccc1. The result is 0 (inactive). (3) The molecule is O1C(C(=O)N(Cc2cc(OC)ccc2)c2c1cccc2)C. The result is 0 (inactive). (4) The compound is S1C(C(=O)Nc2c1ccc(c2)C(=O)Nc1c(cccc1)C(=O)C)C. The result is 0 (inactive).